This data is from Forward reaction prediction with 1.9M reactions from USPTO patents (1976-2016). The task is: Predict the product of the given reaction. (1) Given the reactants [NH2:1][C:2]1[C:6]2[CH:7]=[N:8][C:9]([NH:11][C:12]([NH:14][C@@H:15]([C:17]3[CH:22]=[CH:21][CH:20]=[CH:19][CH:18]=3)[CH3:16])=[O:13])=[CH:10][C:5]=2[N:4]([C:23]([C:36]2[CH:41]=[CH:40][CH:39]=[CH:38][CH:37]=2)([C:30]2[CH:35]=[CH:34][CH:33]=[CH:32][CH:31]=2)[C:24]2[CH:29]=[CH:28][CH:27]=[CH:26][CH:25]=2)[N:3]=1.[C:42]1(=O)[C:50]2[C:45](=[CH:46][CH:47]=[CH:48][CH:49]=2)[C:44](=[O:51])[O:43]1, predict the reaction product. The product is: [O:43]=[C:42]1[C:50]2[C:45](=[CH:46][CH:47]=[CH:48][CH:49]=2)[C:44](=[O:51])[N:1]1[C:2]1[C:6]2[CH:7]=[N:8][C:9]([NH:11][C:12]([NH:14][C@@H:15]([C:17]3[CH:22]=[CH:21][CH:20]=[CH:19][CH:18]=3)[CH3:16])=[O:13])=[CH:10][C:5]=2[N:4]([C:23]([C:24]2[CH:25]=[CH:26][CH:27]=[CH:28][CH:29]=2)([C:36]2[CH:41]=[CH:40][CH:39]=[CH:38][CH:37]=2)[C:30]2[CH:31]=[CH:32][CH:33]=[CH:34][CH:35]=2)[N:3]=1. (2) Given the reactants [CH3:1][C:2]1[N:3]=[N:4][N:5]([CH2:7][C:8]2[CH:13]=[C:12]([C:14]([F:17])([F:16])[F:15])[CH:11]=[CH:10][C:9]=2/[CH:18]=[CH:19]/[C:20](O)=[O:21])[N:6]=1.[CH3:23][NH:24][CH2:25][CH:26]1[CH2:31][CH2:30][N:29]([C:32]([O:34][C:35]([CH3:38])([CH3:37])[CH3:36])=[O:33])[CH2:28][CH2:27]1.C(N(CC)CC)C.C(P1(=O)OP(CCC)(=O)OP(CCC)(=O)O1)CC, predict the reaction product. The product is: [CH3:23][N:24]([CH2:25][CH:26]1[CH2:27][CH2:28][N:29]([C:32]([O:34][C:35]([CH3:38])([CH3:37])[CH3:36])=[O:33])[CH2:30][CH2:31]1)[C:20](=[O:21])/[CH:19]=[CH:18]/[C:9]1[CH:10]=[CH:11][C:12]([C:14]([F:15])([F:16])[F:17])=[CH:13][C:8]=1[CH2:7][N:5]1[N:4]=[N:3][C:2]([CH3:1])=[N:6]1.